Predict the reactants needed to synthesize the given product. From a dataset of Full USPTO retrosynthesis dataset with 1.9M reactions from patents (1976-2016). (1) Given the product [C:39]([O:43][C:44]([N:46]1[CH2:51][CH2:50][N:49]([C:14]2[C:15]3[C:20](=[CH:19][CH:18]=[CH:17][CH:16]=3)[N:11]3[N:10]=[N:9][C:8]([C:3]4[CH:4]=[CH:5][CH:6]=[CH:7][C:2]=4[F:1])=[C:12]3[N:13]=2)[CH2:48][CH2:47]1)=[O:45])([CH3:42])([CH3:40])[CH3:41], predict the reactants needed to synthesize it. The reactants are: [F:1][C:2]1[CH:7]=[CH:6][CH:5]=[CH:4][C:3]=1[C:8]1[N:9]=[N:10][N:11]2[C:20]3[C:15](=[CH:16][CH:17]=[CH:18][CH:19]=3)[C:14](OS(C3C=CC(C)=CC=3)(=O)=O)=[N:13][C:12]=12.C(N(CC)CC)C.[C:39]([O:43][C:44]([N:46]1[CH2:51][CH2:50][NH:49][CH2:48][CH2:47]1)=[O:45])([CH3:42])([CH3:41])[CH3:40]. (2) Given the product [N+:10]([C:13]1[CH:19]=[CH:18][C:16]([NH2:17])=[CH:15][CH:14]=1)([O-:12])=[O:11], predict the reactants needed to synthesize it. The reactants are: N[C@H](C(O)=O)CC(C)C.[N+:10]([C:13]1[CH:19]=[CH:18][C:16]([NH2:17])=[CH:15][CH:14]=1)([O-:12])=[O:11].N[C@H](C(O)=O)CC(C)C. (3) Given the product [CH:23]([N:26]1[CH2:31][CH2:30][N:29]([C:2]2[CH:3]=[C:4]([C:8]3[NH:17][C:16](=[O:18])[C:15]4[C:10](=[CH:11][C:12]([O:21][CH3:22])=[CH:13][C:14]=4[O:19][CH3:20])[N:9]=3)[CH:5]=[CH:6][CH:7]=2)[CH2:28][CH2:27]1)([CH3:25])[CH3:24], predict the reactants needed to synthesize it. The reactants are: Br[C:2]1[CH:3]=[C:4]([C:8]2[NH:17][C:16](=[O:18])[C:15]3[C:10](=[CH:11][C:12]([O:21][CH3:22])=[CH:13][C:14]=3[O:19][CH3:20])[N:9]=2)[CH:5]=[CH:6][CH:7]=1.[CH:23]([N:26]1[CH2:31][CH2:30][NH:29][CH2:28][CH2:27]1)([CH3:25])[CH3:24].CC(C)([O-])C.[K+].C1(P(C2C=CC=CC=2)C2C=CC3C(=CC=CC=3)C=2C2C3C(=CC=CC=3)C=CC=2P(C2C=CC=CC=2)C2C=CC=CC=2)C=CC=CC=1. (4) Given the product [Cl:24][C:18]1[CH:17]=[C:16]([N:15]([CH2:25][CH:26]2[CH2:28][CH2:29][CH2:30][CH2:31]2)[C:13](=[O:14])[NH:12][C:10]2[S:11][C:7]([S:6][CH2:5][C:4]([OH:3])=[O:32])=[CH:8][N:9]=2)[CH:21]=[CH:20][C:19]=1[O:22][CH3:23], predict the reactants needed to synthesize it. The reactants are: C([O:3][C:4](=[O:32])[CH2:5][S:6][C:7]1[S:11][C:10]([NH:12][C:13]([N:15]([CH2:25][CH:26]2[CH2:31][CH2:30][CH2:29][CH2:28]C2)[C:16]2[CH:21]=[CH:20][C:19]([O:22][CH3:23])=[C:18]([Cl:24])[CH:17]=2)=[O:14])=[N:9][CH:8]=1)C.C1(CN(C2C=CC(S(C)(=O)=O)=CC=2)C(=O)NC2SC=C(CC(O)=O)N=2)CCCC1.CN(CC1CCCCC1)C1C=CC(OC)=C(Cl)C=1.C(OC(=O)CSC1SC(N)=NC=1)C. (5) Given the product [NH2:1][C:2]1[N:7]=[C:6]([N:8]2[CH2:17][CH2:16][C:15]3[C:10](=[CH:11][C:12]([C:18]4[CH:19]=[C:20]([CH3:27])[C:21]([C:24]([NH:37][CH3:36])=[O:25])=[N:22][CH:23]=4)=[CH:13][CH:14]=3)[CH2:9]2)[CH:5]=[C:4]([N:28]2[CH2:33][CH2:32][N:31]([CH3:34])[CH2:30][CH2:29]2)[N:3]=1, predict the reactants needed to synthesize it. The reactants are: [NH2:1][C:2]1[N:7]=[C:6]([N:8]2[CH2:17][CH2:16][C:15]3[C:10](=[CH:11][C:12]([C:18]4[CH:19]=[C:20]([CH3:27])[C:21]([C:24](O)=[O:25])=[N:22][CH:23]=4)=[CH:13][CH:14]=3)[CH2:9]2)[CH:5]=[C:4]([N:28]2[CH2:33][CH2:32][N:31]([CH3:34])[CH2:30][CH2:29]2)[N:3]=1.Cl.[CH3:36][NH2:37]. (6) Given the product [NH2:14][C:9]1[CH:10]=[C:11]2[C:6](=[CH:7][CH:8]=1)[N:5]([CH2:17][Si:18]([CH3:20])([CH3:21])[CH3:19])[C:4](=[O:22])[N:3]([CH2:1][CH3:2])[C:12]2=[O:13], predict the reactants needed to synthesize it. The reactants are: [CH2:1]([N:3]1[C:12](=[O:13])[C:11]2[C:6](=[CH:7][CH:8]=[C:9]([N+:14]([O-])=O)[CH:10]=2)[N:5]([CH2:17][Si:18]([CH3:21])([CH3:20])[CH3:19])[C:4]1=[O:22])[CH3:2].